Dataset: Forward reaction prediction with 1.9M reactions from USPTO patents (1976-2016). Task: Predict the product of the given reaction. Given the reactants [Cl-].O[NH3+:3].[C:4](=[O:7])([O-])[OH:5].[Na+].CS(C)=O.[CH2:13]([C:17]1[N:18]=[C:19]([CH:48]([CH3:50])[CH3:49])[N:20]([C:39]2[CH:40]=[CH:41][C:42]3[O:46][CH2:45][CH2:44][C:43]=3[CH:47]=2)[C:21](=[O:38])[C:22]=1[CH2:23][C:24]1[CH:29]=[CH:28][C:27]([C:30]2[C:31]([C:36]#[N:37])=[CH:32][CH:33]=[CH:34][CH:35]=2)=[CH:26][CH:25]=1)[CH2:14][CH2:15][CH3:16], predict the reaction product. The product is: [CH2:13]([C:17]1[N:18]=[C:19]([CH:48]([CH3:49])[CH3:50])[N:20]([C:39]2[CH:40]=[CH:41][C:42]3[O:46][CH2:45][CH2:44][C:43]=3[CH:47]=2)[C:21](=[O:38])[C:22]=1[CH2:23][C:24]1[CH:29]=[CH:28][C:27]([C:30]2[CH:35]=[CH:34][CH:33]=[CH:32][C:31]=2[C:36]2[NH:3][C:4](=[O:7])[O:5][N:37]=2)=[CH:26][CH:25]=1)[CH2:14][CH2:15][CH3:16].